This data is from Catalyst prediction with 721,799 reactions and 888 catalyst types from USPTO. The task is: Predict which catalyst facilitates the given reaction. (1) Product: [N+:9]([C:6]1[CH:7]=[CH:8][C:3]([O:2][C:1]([O:20][C:19]2[CH:21]=[CH:22][CH:23]=[CH:24][C:18]=2[C:17]([O:26][CH3:27])=[O:25])=[O:12])=[CH:4][CH:5]=1)([O-:11])=[O:10]. The catalyst class is: 13. Reactant: [C:1](Cl)(=[O:12])[O:2][C:3]1[CH:8]=[CH:7][C:6]([N+:9]([O-:11])=[O:10])=[CH:5][CH:4]=1.ClCCl.[C:17]([O:26][CH3:27])(=[O:25])[C:18]1[C:19](=[CH:21][CH:22]=[CH:23][CH:24]=1)[OH:20].N1C=CC=CC=1. (2) Reactant: [Cl-].[NH4+].[N:3]1([C:9]2[CH:10]=[C:11]([C:18]3[N:23]=[C:22]([C:24]4([OH:28])[CH2:27][CH2:26][CH2:25]4)[CH:21]=[CH:20][CH:19]=3)[CH:12]=[C:13]([N+:15]([O-])=O)[CH:14]=2)[CH2:8][CH2:7][O:6][CH2:5][CH2:4]1.O. Product: [NH2:15][C:13]1[CH:12]=[C:11]([C:18]2[N:23]=[C:22]([C:24]3([OH:28])[CH2:27][CH2:26][CH2:25]3)[CH:21]=[CH:20][CH:19]=2)[CH:10]=[C:9]([N:3]2[CH2:8][CH2:7][O:6][CH2:5][CH2:4]2)[CH:14]=1. The catalyst class is: 186. (3) Reactant: [CH:1]1([NH:4][C:5]([C:7]2[N:8]=[N:9][N:10]([C:15]3[CH:20]=[CH:19][C:18]([NH:21][C:22](=[O:27])[CH2:23][CH2:24][S:25][CH3:26])=[CH:17][CH:16]=3)[C:11]=2[CH2:12][CH2:13][CH3:14])=[O:6])[CH2:3][CH2:2]1.[OH:28]OS([O-])=O.[K+]. Product: [CH:1]1([NH:4][C:5]([C:7]2[N:8]=[N:9][N:10]([C:15]3[CH:16]=[CH:17][C:18]([NH:21][C:22](=[O:27])[CH2:23][CH2:24][S:25]([CH3:26])=[O:28])=[CH:19][CH:20]=3)[C:11]=2[CH2:12][CH2:13][CH3:14])=[O:6])[CH2:2][CH2:3]1. The catalyst class is: 5. (4) Reactant: [CH2:1]([C:5]1([N:53]([CH3:55])[CH3:54])[CH2:10][CH2:9][C:8]([C:32]2[NH:33][C:34]3[C:39]([C:40]=2[CH2:41][CH2:42][N:43]2[CH2:52][CH2:51][C:50]4[C:45](=[CH:46][CH:47]=[CH:48][CH:49]=4)[CH2:44]2)=[CH:38][CH:37]=[CH:36][CH:35]=3)([C:11]2[NH:12][C:13]3[C:18]([C:19]=2[CH2:20][CH2:21][N:22]2[CH2:31][CH2:30][C:29]4[C:24](=[CH:25][CH:26]=[CH:27][CH:28]=4)[CH2:23]2)=[CH:17][CH:16]=[CH:15][CH:14]=3)[CH2:7][CH2:6]1)[CH2:2][CH2:3][CH3:4].[Cl:56][Si](C)(C)C. Product: [ClH:56].[CH2:1]([C:5]1([N:53]([CH3:54])[CH3:55])[CH2:6][CH2:7][C:8]([C:11]2[NH:12][C:13]3[C:18]([C:19]=2[CH2:20][CH2:21][N:22]2[CH2:31][CH2:30][C:29]4[C:24](=[CH:25][CH:26]=[CH:27][CH:28]=4)[CH2:23]2)=[CH:17][CH:16]=[CH:15][CH:14]=3)([C:32]2[NH:33][C:34]3[C:39]([C:40]=2[CH2:41][CH2:42][N:43]2[CH2:52][CH2:51][C:50]4[C:45](=[CH:46][CH:47]=[CH:48][CH:49]=4)[CH2:44]2)=[CH:38][CH:37]=[CH:36][CH:35]=3)[CH2:9][CH2:10]1)[CH2:2][CH2:3][CH3:4]. The catalyst class is: 573. (5) Reactant: O=[C:2]([CH2:13][C:14]1[CH:19]=[CH:18][CH:17]=[CH:16][N:15]=1)[C@@H:3]([NH:5][C:6](=[O:12])[O:7][C:8]([CH3:11])([CH3:10])[CH3:9])[CH3:4].O=[C:21]([C:27]1[C:28]([NH:33]C(=O)C(C)(C)C)=[N:29][CH:30]=[CH:31][CH:32]=1)[C:22]([O:24]CC)=[O:23].[OH-].[K+]. Product: [C:8]([O:7][C:6]([NH:5][CH:3]([C:2]1[C:13]([C:14]2[CH:19]=[CH:18][CH:17]=[CH:16][N:15]=2)=[C:21]([C:22]([OH:24])=[O:23])[C:27]2[C:28](=[N:29][CH:30]=[CH:31][CH:32]=2)[N:33]=1)[CH3:4])=[O:12])([CH3:11])([CH3:10])[CH3:9]. The catalyst class is: 14. (6) Reactant: [C:1]([C@@H:4]1[CH2:8][CH2:7][C@H:6]([NH:9]C(=O)OC(C)(C)C)[CH2:5]1)(=[O:3])[NH2:2].[Cl:17][CH2:18][C:19](=O)[CH3:20]. Product: [ClH:17].[CH3:20][C:19]1[N:2]=[C:1]([C@@H:4]2[CH2:8][CH2:7][C@H:6]([NH2:9])[CH2:5]2)[O:3][CH:18]=1. The catalyst class is: 14. (7) Reactant: [C:1]1([CH:14]=CC=CN=1)[S:2][S:3][C:4]1[CH:9]=[CH:8][CH:7]=[CH:6][N:5]=1.C(O)(=[O:17])C.SC(O)C. Product: [OH:17][CH2:14][CH2:1][S:2][S:3][C:4]1[CH:9]=[CH:8][CH:7]=[CH:6][N:5]=1. The catalyst class is: 5.